This data is from Reaction yield outcomes from USPTO patents with 853,638 reactions. The task is: Predict the reaction yield, written as a fraction of the theoretical maximum amount of product (1.0 means a 100% yield; for example, 0.34 means a 34% yield). The reactants are [CH3:1][C:2]1[C:6]([B:7]2[O:11][C:10]([CH3:13])([CH3:12])[C:9]([CH3:15])([CH3:14])[O:8]2)=[C:5]([CH3:16])[NH:4][N:3]=1.C([O-])([O-])=O.[Cs+].[Cs+].Br[CH2:24][CH2:25][O:26][Si:27]([C:30]([CH3:33])([CH3:32])[CH3:31])([CH3:29])[CH3:28]. The catalyst is CC#N. The product is [Si:27]([O:26][CH2:25][CH2:24][N:3]1[C:2]([CH3:1])=[C:6]([B:7]2[O:11][C:10]([CH3:12])([CH3:13])[C:9]([CH3:15])([CH3:14])[O:8]2)[C:5]([CH3:16])=[N:4]1)([C:30]([CH3:33])([CH3:32])[CH3:31])([CH3:29])[CH3:28]. The yield is 0.770.